From a dataset of Full USPTO retrosynthesis dataset with 1.9M reactions from patents (1976-2016). Predict the reactants needed to synthesize the given product. Given the product [C:28]([C:30]1[CH:31]=[C:32]([CH:36]=[CH:37][CH:38]=1)[C:33]([NH:24][C:20]1[C:21]([CH3:23])=[C:22]2[C:14]([C@@H:11]3[CH2:12][CH2:13][N:8]([C:6]([O:5][C:1]([CH3:4])([CH3:3])[CH3:2])=[O:7])[C:9]([CH3:27])([CH3:26])[CH2:10]3)=[CH:15][N:16]([CH3:25])[C:17]2=[N:18][CH:19]=1)=[O:34])#[N:29], predict the reactants needed to synthesize it. The reactants are: [C:1]([O:5][C:6]([N:8]1[CH2:13][CH2:12][C@@H:11]([C:14]2[C:22]3[C:17](=[N:18][CH:19]=[C:20]([NH2:24])[C:21]=3[CH3:23])[N:16]([CH3:25])[CH:15]=2)[CH2:10][C:9]1([CH3:27])[CH3:26])=[O:7])([CH3:4])([CH3:3])[CH3:2].[C:28]([C:30]1[CH:31]=[C:32]([CH:36]=[CH:37][CH:38]=1)[C:33](O)=[O:34])#[N:29].[I-].ClC1C=CC=C[N+]=1C.CCN(C(C)C)C(C)C.